Dataset: Full USPTO retrosynthesis dataset with 1.9M reactions from patents (1976-2016). Task: Predict the reactants needed to synthesize the given product. (1) Given the product [Cl:1][C:2]1[CH:3]=[C:4]([CH:9]2[C:18]3[C:13](=[CH:14][C:15]([C:31]4[CH:36]=[CH:35][CH:34]=[C:33]([S:37]([CH3:40])(=[O:39])=[O:38])[CH:32]=4)=[C:16]([F:19])[CH:17]=3)[CH2:12][NH:11][CH2:10]2)[CH:5]=[CH:6][C:7]=1[Cl:8], predict the reactants needed to synthesize it. The reactants are: [Cl:1][C:2]1[CH:3]=[C:4]([CH:9]2[C:18]3[C:13](=[CH:14][C:15](B4OC(C)(C)C(C)(C)O4)=[C:16]([F:19])[CH:17]=3)[CH2:12][N:11](C)[CH2:10]2)[CH:5]=[CH:6][C:7]=1[Cl:8].Br[C:31]1[CH:36]=[CH:35][CH:34]=[C:33]([S:37]([CH3:40])(=[O:39])=[O:38])[CH:32]=1.C(=O)([O-])[O-].[Cs+].[Cs+].CN(C)C1C2C(=CC=CC=2N(C)C)C=CC=1.ClC(OC(Cl)C)=O. (2) Given the product [NH2:9][CH2:12][CH2:13][CH2:14][N+:15]1[CH:20]=[CH:19][CH:18]=[C:17]([C:21]([C:23]2[N:24]=[CH:25][N:26]3[CH:30]=[C:29]([C:31]4[C@H:32]([CH3:55])[C@@H:33]5[C@@H:50]([C@H:51]([OH:53])[CH3:52])[C:49](=[O:54])[N:34]5[C:35]=4[C:36]([O-:38])=[O:37])[S:28][C:27]=23)=[O:22])[CH:16]=1, predict the reactants needed to synthesize it. The reactants are: FC(F)(F)S([O-])(=O)=O.[N:9]([CH2:12][CH2:13][CH2:14][N+:15]1[CH:20]=[CH:19][CH:18]=[C:17]([C:21]([C:23]2[N:24]=[CH:25][N:26]3[CH:30]=[C:29]([C:31]4[C@H:32]([CH3:55])[C@@H:33]5[C@@H:50]([C@H:51]([OH:53])[CH3:52])[C:49](=[O:54])[N:34]5[C:35]=4[C:36]([O:38]CC4C=CC([N+]([O-])=O)=CC=4)=[O:37])[S:28][C:27]=23)=[O:22])[CH:16]=1)=[N+]=[N-].